This data is from Forward reaction prediction with 1.9M reactions from USPTO patents (1976-2016). The task is: Predict the product of the given reaction. (1) Given the reactants [C:1]([O:5][C:6]([N:8]1[CH2:13][CH2:12][N:11]([C:14]2[CH:19]=[CH:18][N:17]=[C:16](Cl)[CH:15]=2)[CH2:10][CH2:9]1)=[O:7])([CH3:4])([CH3:3])[CH3:2].[CH:21]1([NH2:26])[CH2:25][CH2:24][CH2:23][CH2:22]1.CC(C)([O-])C.[Na+].C1C=CC(P(C2C(C3C(P(C4C=CC=CC=4)C4C=CC=CC=4)=CC=C4C=3C=CC=C4)=C3C(C=CC=C3)=CC=2)C2C=CC=CC=2)=CC=1, predict the reaction product. The product is: [CH:21]1([NH:26][C:16]2[CH:15]=[C:14]([N:11]3[CH2:12][CH2:13][N:8]([C:6]([O:5][C:1]([CH3:4])([CH3:3])[CH3:2])=[O:7])[CH2:9][CH2:10]3)[CH:19]=[CH:18][N:17]=2)[CH2:25][CH2:24][CH2:23][CH2:22]1. (2) Given the reactants [CH2:1]([C:3]1[CH:8]=[CH:7][C:6]([OH:9])=[CH:5][CH:4]=1)[CH3:2].Cl[C:11]1[CH:12]=[CH:13][C:14]([N+:26]([O-:28])=[O:27])=[C:15]([CH2:17][NH:18][C:19](=[O:25])[O:20][C:21]([CH3:24])([CH3:23])[CH3:22])[CH:16]=1.[H-].[Na+], predict the reaction product. The product is: [CH2:1]([C:3]1[CH:8]=[CH:7][C:6]([O:9][C:11]2[CH:12]=[CH:13][C:14]([N+:26]([O-:28])=[O:27])=[C:15]([CH2:17][NH:18][C:19](=[O:25])[O:20][C:21]([CH3:24])([CH3:22])[CH3:23])[CH:16]=2)=[CH:5][CH:4]=1)[CH3:2]. (3) Given the reactants Br[C:2]1[CH:3]=[C:4]2[C:9](=[CH:10][CH:11]=1)[NH:8][C:7](=[O:12])[C:6]([C:13]1[S:14][CH:15]=[CH:16][CH:17]=1)=[C:5]2[O:18][CH2:19][CH:20]1[CH2:25][CH2:24][O:23][CH2:22][CH2:21]1.[CH3:26][C:27]([OH:31])([C:29]#[CH:30])[CH3:28].C(N(C(C)C)CC)(C)C, predict the reaction product. The product is: [O:23]1[CH2:24][CH2:25][CH:20]([CH2:19][O:18][C:5]2[C:4]3[C:9](=[CH:10][CH:11]=[C:2]([C:30]#[C:29][C:27]([OH:31])([CH3:28])[CH3:26])[CH:3]=3)[NH:8][C:7](=[O:12])[C:6]=2[C:13]2[S:14][CH:15]=[CH:16][CH:17]=2)[CH2:21][CH2:22]1.